This data is from Reaction yield outcomes from USPTO patents with 853,638 reactions. The task is: Predict the reaction yield, written as a fraction of the theoretical maximum amount of product (1.0 means a 100% yield; for example, 0.34 means a 34% yield). (1) The reactants are Cl.[C:2]([C:5]1[CH:10]=[CH:9][C:8]([N:11]2[CH2:16][CH2:15][N:14]([CH2:17][C:18]([OH:20])=O)[CH2:13][CH2:12]2)=[CH:7][CH:6]=1)(=[O:4])[CH3:3].[NH2:21][C@@H:22]([CH2:40][O:41][CH2:42][C:43]1[CH:48]=[CH:47][CH:46]=[CH:45][CH:44]=1)[C:23]([NH:25][C:26]1[CH:31]=[CH:30][C:29]([O:32][C:33]2[CH:38]=[CH:37][C:36]([F:39])=[CH:35][CH:34]=2)=[CH:28][CH:27]=1)=[O:24]. No catalyst specified. The product is [C:2]([C:5]1[CH:6]=[CH:7][C:8]([N:11]2[CH2:12][CH2:13][N:14]([CH2:17][C:18]([NH:21][C@@H:22]([CH2:40][O:41][CH2:42][C:43]3[CH:44]=[CH:45][CH:46]=[CH:47][CH:48]=3)[C:23]([NH:25][C:26]3[CH:27]=[CH:28][C:29]([O:32][C:33]4[CH:38]=[CH:37][C:36]([F:39])=[CH:35][CH:34]=4)=[CH:30][CH:31]=3)=[O:24])=[O:20])[CH2:15][CH2:16]2)=[CH:9][CH:10]=1)(=[O:4])[CH3:3]. The yield is 0.204. (2) The reactants are [NH2:1][C:2]1[N:3]=[C:4]([CH3:31])[C:5]2=[C:6]([CH2:8][C@H:9]([C:23]3[CH:28]=[CH:27][C:26]([F:29])=[CH:25][C:24]=3Br)[NH:10]/[C:11]/2=[N:12]\[O:13][C@H:14]([CH2:20][CH2:21][OH:22])[C:15]([N:17]([CH3:19])[CH3:18])=[O:16])[N:7]=1.[CH3:32][O:33][C:34]1[N:39]=[C:38](B2OCCN(C3C=CC=CC=3)CCO2)[CH:37]=[CH:36][CH:35]=1.C([O-])([O-])=O.[Na+].[Na+]. The catalyst is C1C=CC(P(C2C=CC=CC=2)[C-]2C=CC=C2)=CC=1.C1C=CC(P(C2C=CC=CC=2)[C-]2C=CC=C2)=CC=1.Cl[Pd]Cl.[Fe+2].CC(N(C)C)=O. The product is [NH2:1][C:2]1[N:3]=[C:4]([CH3:31])[C:5]2=[C:6]([CH2:8][C@H:9]([C:23]3[CH:28]=[CH:27][C:26]([F:29])=[CH:25][C:24]=3[C:38]3[CH:37]=[CH:36][CH:35]=[C:34]([O:33][CH3:32])[N:39]=3)[NH:10]/[C:11]/2=[N:12]\[O:13][C@H:14]([CH2:20][CH2:21][OH:22])[C:15]([N:17]([CH3:19])[CH3:18])=[O:16])[N:7]=1. The yield is 0.439. (3) The reactants are Br[C:2]1[CH:3]=[C:4]2[C:9](=[N:10][CH:11]=1)[NH:8][C:7](=[O:12])[CH2:6][CH2:5]2.[CH2:13]([N:20]1[C:28]2[C:23](=[CH:24][CH:25]=[CH:26][CH:27]=2)[C:22]([CH2:29][N:30]([CH3:35])[C:31](=[O:34])[CH:32]=[CH2:33])=[CH:21]1)[C:14]1[CH:19]=[CH:18][CH:17]=[CH:16][CH:15]=1.C1(C)C=CC=CC=1P(C1C=CC=CC=1C)C1C=CC=CC=1C.C(N(C(C)C)CC)(C)C. The catalyst is C(#N)CC.CC([O-])=O.CC([O-])=O.[Pd+2]. The product is [CH2:13]([N:20]1[C:28]2[C:23](=[CH:24][CH:25]=[CH:26][CH:27]=2)[C:22]([CH2:29][N:30]([CH3:35])[C:31](=[O:34])/[CH:32]=[CH:33]/[C:2]2[CH:11]=[N:10][C:9]3[NH:8][C:7](=[O:12])[CH2:6][CH2:5][C:4]=3[CH:3]=2)=[CH:21]1)[C:14]1[CH:15]=[CH:16][CH:17]=[CH:18][CH:19]=1. The yield is 0.350. (4) The reactants are C([O:3][C:4]([C:6]1[C:7]([C:11]2[CH:16]=[CH:15][C:14]([F:17])=[CH:13][N:12]=2)=[N:8][O:9][CH:10]=1)=O)C.[H-].[Al+3].[Li+].[H-].[H-].[H-].O.[OH-].[Na+]. The catalyst is C1COCC1. The product is [F:17][C:14]1[CH:15]=[CH:16][C:11]([C:7]2[C:6]([CH2:4][OH:3])=[CH:10][O:9][N:8]=2)=[N:12][CH:13]=1. The yield is 0.300. (5) The reactants are [N:1]1([C:7]([N:9]2[CH2:15][C:14]3[CH:16]=[CH:17][C:18]([C:20]([O:22]C)=O)=[CH:19][C:13]=3[O:12][CH2:11][C@@H:10]2[C:24]2[CH:29]=[CH:28][C:27]([C:30]([F:33])([F:32])[F:31])=[CH:26][CH:25]=2)=[O:8])[CH2:6][CH2:5][O:4][CH2:3][CH2:2]1.[OH-:34].[Na+].[NH2:36]O. The catalyst is C1COCC1.CO. The product is [OH:34][NH:36][C:20]([C:18]1[CH:17]=[CH:16][C:14]2[CH2:15][N:9]([C:7]([N:1]3[CH2:6][CH2:5][O:4][CH2:3][CH2:2]3)=[O:8])[C@@H:10]([C:24]3[CH:25]=[CH:26][C:27]([C:30]([F:31])([F:32])[F:33])=[CH:28][CH:29]=3)[CH2:11][O:12][C:13]=2[CH:19]=1)=[O:22]. The yield is 0.340. (6) The reactants are [ClH:1].[NH2:2][C@@H:3]([CH2:7][CH2:8][CH3:9])[C:4]([OH:6])=[O:5].[CH3:10]O. No catalyst specified. The product is [ClH:1].[CH3:10][O:5][C:4](=[O:6])[C@@H:3]([NH2:2])[CH2:7][CH2:8][CH3:9]. The yield is 0.850. (7) The reactants are [Cl:1][C:2]1[CH:8]=[C:7]([Br:9])[CH:6]=[CH:5][C:3]=1[NH2:4].[Li+].C[Si]([N-][Si](C)(C)C)(C)C.Cl[C:21]1[C:26]([C:27]([OH:29])=[O:28])=[CH:25][N:24]=[C:23]([Cl:30])[CH:22]=1. The yield is 0.720. The product is [Br:9][C:7]1[CH:6]=[CH:5][C:3]([NH:4][C:21]2[C:26]([C:27]([OH:29])=[O:28])=[CH:25][N:24]=[C:23]([Cl:30])[CH:22]=2)=[C:2]([Cl:1])[CH:8]=1. The catalyst is C1COCC1.